This data is from Reaction yield outcomes from USPTO patents with 853,638 reactions. The task is: Predict the reaction yield, written as a fraction of the theoretical maximum amount of product (1.0 means a 100% yield; for example, 0.34 means a 34% yield). (1) The reactants are [Na].C[Si](N[Si](C)(C)C)(C)C.C1COCC1.[C:16]([CH:19]=[CH:20][C:21]1[CH:30]=[C:29]2[C:24]([C:25]([O:31][C:32]3[CH:37]=[CH:36][C:35](Cl)=[CH:34][C:33]=3F)=[N:26][CH:27]=[N:28]2)=[CH:23][C:22]=1[O:40][CH3:41])([OH:18])=[O:17].OC1C=C2C(=CC=1)[NH:48][C:47]([CH3:52])=[CH:46]2. The catalyst is CS(C)=O. The product is [C:16]([CH:19]=[CH:20][C:21]1[CH:30]=[C:29]2[C:24]([C:25]([O:31][C:32]3[CH:37]=[C:36]4[C:35](=[CH:34][CH:33]=3)[NH:48][C:47]([CH3:52])=[CH:46]4)=[N:26][CH:27]=[N:28]2)=[CH:23][C:22]=1[O:40][CH3:41])([OH:18])=[O:17]. The yield is 0.710. (2) The reactants are [N+:1]([C:4]1[CH:9]=[CH:8][C:7]([S:10]([C:13]2[CH:20]=[CH:19][CH:18]=[CH:17][C:14]=2[C:15]#[N:16])(=[O:12])=[O:11])=[CH:6][CH:5]=1)([O-])=O.Cl. The catalyst is C(O)C.[Fe]. The product is [NH2:1][C:4]1[CH:5]=[CH:6][C:7]([S:10]([C:13]2[CH:20]=[CH:19][CH:18]=[CH:17][C:14]=2[C:15]#[N:16])(=[O:12])=[O:11])=[CH:8][CH:9]=1. The yield is 0.740. (3) The reactants are Cl[C:2]1[CH:3]=[CH:4][C:5]2[O:14][CH2:13][CH2:12][C:11]3[CH:10]=[C:9]([C:15]4[N:16]([C:20]5[CH:25]=[CH:24][C:23]([F:26])=[CH:22][C:21]=5[F:27])[N:17]=[CH:18][N:19]=4)[S:8][C:7]=3[C:6]=2[N:28]=1.C([O-])([O-])=O.[Cs+].[Cs+].[CH3:35][N:36]1[CH:40]=[C:39](B2OC(C)(C)C(C)(C)O2)[CH:38]=[N:37]1. The catalyst is C(#N)C.O.C1C=CC(P(C2C=CC=CC=2)[C-]2C=CC=C2)=CC=1.C1C=CC(P(C2C=CC=CC=2)[C-]2C=CC=C2)=CC=1.Cl[Pd]Cl.[Fe+2]. The product is [F:27][C:21]1[CH:22]=[C:23]([F:26])[CH:24]=[CH:25][C:20]=1[N:16]1[C:15]([C:9]2[S:8][C:7]3[C:6]4[N:28]=[C:2]([C:39]5[CH:38]=[N:37][N:36]([CH3:35])[CH:40]=5)[CH:3]=[CH:4][C:5]=4[O:14][CH2:13][CH2:12][C:11]=3[CH:10]=2)=[N:19][CH:18]=[N:17]1. The yield is 0.210. (4) The reactants are [SH:1][C:2]1[C:3](=[O:11])[N:4]([CH2:8][CH2:9][CH3:10])[CH:5]=[CH:6][N:7]=1.[Cl:12][C:13]1[CH:20]=[CH:19][C:16]([CH2:17]Br)=[CH:15][CH:14]=1.C(=O)([O-])[O-].[K+].[K+].O. The catalyst is O1CCCC1. The product is [Cl:12][C:13]1[CH:20]=[CH:19][C:16]([CH2:17][S:1][C:2]2[C:3](=[O:11])[N:4]([CH2:8][CH2:9][CH3:10])[CH:5]=[CH:6][N:7]=2)=[CH:15][CH:14]=1. The yield is 0.880.